The task is: Predict the reactants needed to synthesize the given product.. This data is from Full USPTO retrosynthesis dataset with 1.9M reactions from patents (1976-2016). Given the product [C:1]([C:4]1[C:35](=[O:36])[C@@:8]2([CH3:37])[C:9]3[C:15]([OH:16])=[CH:14][C:13]([O:17][CH3:18])=[C:12]([C:19]([NH:21][CH2:22][C:23]4[C:31]([CH3:32])=[CH:30][C:26]([C:27]([O:29][C:55]5[CH:54]=[CH:53][C:52]([Cl:51])=[CH:57][C:56]=5[Cl:58])=[O:28])=[C:25]([CH3:33])[C:24]=4[CH3:34])=[O:20])[C:10]=3[O:11][C:7]2=[CH:6][C:5]=1[OH:38])(=[O:3])[CH3:2], predict the reactants needed to synthesize it. The reactants are: [C:1]([C:4]1[C:35](=[O:36])[C@@:8]2([CH3:37])[C:9]3[C:15]([OH:16])=[CH:14][C:13]([O:17][CH3:18])=[C:12]([C:19]([NH:21][CH2:22][C:23]4[C:31]([CH3:32])=[CH:30][C:26]([C:27]([OH:29])=[O:28])=[C:25]([CH3:33])[C:24]=4[CH3:34])=[O:20])[C:10]=3[O:11][C:7]2=[CH:6][C:5]=1[OH:38])(=[O:3])[CH3:2].Cl.C(N=C=NCCCN(C)C)C.[Cl:51][C:52]1[CH:57]=[C:56]([Cl:58])[CH:55]=[CH:54][C:53]=1O.Cl.